Dataset: Forward reaction prediction with 1.9M reactions from USPTO patents (1976-2016). Task: Predict the product of the given reaction. (1) Given the reactants [N:1]1([C:7]2[CH:8]=[C:9]3[C:13](=[CH:14][CH:15]=2)[C:12](=[N:16]O)[CH2:11][CH2:10]3)[CH2:6][CH2:5][O:4][CH2:3][CH2:2]1.[H][H], predict the reaction product. The product is: [N:1]1([C:7]2[CH:8]=[C:9]3[C:13](=[CH:14][CH:15]=2)[CH:12]([NH2:16])[CH2:11][CH2:10]3)[CH2:6][CH2:5][O:4][CH2:3][CH2:2]1. (2) Given the reactants [CH2:1]([O:3][C:4](=[O:24])[C:5]([O:21][CH2:22][CH3:23])=[CH:6][C:7]1[CH:12]=[CH:11][C:10]([O:13][CH2:14][C:15]2[CH:20]=[CH:19][CH:18]=[CH:17][CH:16]=2)=[CH:9][CH:8]=1)C.COC(=O)C(OC)CC1C=CC=C(OCC2C=CC=CC=2)C=1.COC(=O)CCC1C=CC(OCC2C=CC=CC=2)=CC=1, predict the reaction product. The product is: [CH3:1][O:3][C:4](=[O:24])[CH:5]([O:21][CH2:22][CH3:23])[CH2:6][C:7]1[CH:12]=[CH:11][C:10]([O:13][CH2:14][C:15]2[CH:20]=[CH:19][CH:18]=[CH:17][CH:16]=2)=[CH:9][CH:8]=1.